Dataset: Peptide-MHC class II binding affinity with 134,281 pairs from IEDB. Task: Regression. Given a peptide amino acid sequence and an MHC pseudo amino acid sequence, predict their binding affinity value. This is MHC class II binding data. (1) The peptide sequence is KASNPNYLAILVKYV. The MHC is DRB1_0301 with pseudo-sequence DRB1_0301. The binding affinity (normalized) is 0.116. (2) The peptide sequence is KNPTDTGHGTVVMQV. The MHC is HLA-DQA10303-DQB10402 with pseudo-sequence HLA-DQA10303-DQB10402. The binding affinity (normalized) is 0.376.